From a dataset of Forward reaction prediction with 1.9M reactions from USPTO patents (1976-2016). Predict the product of the given reaction. Given the reactants Br[C:2]1[C:7]([O:8][CH3:9])=CC=CN=1.[CH:10]#[C:11][CH2:12]C.[CH2:14]([NH:16][CH2:17][CH3:18])[CH3:15], predict the reaction product. The product is: [C:15]([C:14]1[CH:2]=[C:7]([O:8][CH3:9])[CH:18]=[CH:17][N:16]=1)#[C:10][CH2:11][CH3:12].